This data is from Forward reaction prediction with 1.9M reactions from USPTO patents (1976-2016). The task is: Predict the product of the given reaction. (1) Given the reactants [C:1]1([S:7](Cl)(=[O:9])=[O:8])[CH:6]=[CH:5][CH:4]=[CH:3][CH:2]=1.[Br:11][C:12]1[CH:21]=[CH:20][C:15]([C:16](=[O:19])[CH2:17]Br)=[CH:14][CH:13]=1, predict the reaction product. The product is: [Br:11][C:12]1[CH:21]=[CH:20][C:15]([C:16](=[O:19])[CH2:17][S:7]([C:1]2[CH:6]=[CH:5][CH:4]=[CH:3][CH:2]=2)(=[O:9])=[O:8])=[CH:14][CH:13]=1. (2) The product is: [CH3:21][C:7]1[N:8]=[C:9]([C:11]2[CH:16]=[CH:15][CH:14]=[C:13]([C:17]([F:20])([F:18])[F:19])[CH:12]=2)[S:10][C:6]=1[CH2:4][OH:3]. Given the reactants C([O:3][C:4]([C:6]1[S:10][C:9]([C:11]2[CH:16]=[CH:15][CH:14]=[C:13]([C:17]([F:20])([F:19])[F:18])[CH:12]=2)=[N:8][C:7]=1[CH3:21])=O)C.[H-].[Al+3].[Li+].[H-].[H-].[H-], predict the reaction product. (3) Given the reactants [Cl:1][C:2]1[CH:30]=[N:29][C:5]2[N:6]([S:20]([C:23]3[CH:28]=[CH:27][CH:26]=[CH:25][CH:24]=3)(=[O:22])=[O:21])[C:7]3[C:12]([C:4]=2[CH:3]=1)=[CH:11][C:10]([C:13]1[CH:18]=[CH:17][C:16]([OH:19])=[CH:15][CH:14]=1)=[CH:9][CH:8]=3.C1(P(C2C=CC=CC=2)C2C=CC=CC=2)C=CC=CC=1.[CH2:50]([N:52]([CH2:57][CH3:58])[CH2:53][CH2:54][CH2:55]O)[CH3:51].C(OC([N+](C(OC(C)C)=O)=[N-])=O)(C)C, predict the reaction product. The product is: [Cl:1][C:2]1[CH:30]=[N:29][C:5]2[N:6]([S:20]([C:23]3[CH:28]=[CH:27][CH:26]=[CH:25][CH:24]=3)(=[O:22])=[O:21])[C:7]3[C:12]([C:4]=2[CH:3]=1)=[CH:11][C:10]([C:13]1[CH:18]=[CH:17][C:16]([O:19][CH2:55][CH2:54][CH2:53][N:52]([CH2:57][CH3:58])[CH2:50][CH3:51])=[CH:15][CH:14]=1)=[CH:9][CH:8]=3. (4) Given the reactants [CH2:1]([N:9]=[C:10]=[O:11])[CH2:2][C:3]1[CH:8]=[CH:7][CH:6]=[CH:5][CH:4]=1.[N+:12](=[C:14]1[N:18]=[CH:17][N:16]=[C:15]1[C:19]([NH2:21])=[O:20])=[N-:13], predict the reaction product. The product is: [O:11]=[C:10]1[N:9]([CH2:1][CH2:2][C:3]2[CH:8]=[CH:7][CH:6]=[CH:5][CH:4]=2)[N:13]=[N:12][C:14]2=[C:15]([C:19]([NH2:21])=[O:20])[N:16]=[CH:17][N:18]12.